Dataset: Forward reaction prediction with 1.9M reactions from USPTO patents (1976-2016). Task: Predict the product of the given reaction. (1) The product is: [CH3:20][C:12]1[N:13]=[C:14]([NH2:16])[S:15][C:11]=1[S:8]([N:5]1[CH2:6][CH2:7][N:2]([CH3:1])[CH2:3][CH2:4]1)(=[O:10])=[O:9]. Given the reactants [CH3:1][N:2]1[CH2:7][CH2:6][N:5]([S:8]([C:11]2[S:15][C:14]([NH:16]C(=O)C)=[N:13][CH:12]=2)(=[O:10])=[O:9])[CH2:4][CH2:3]1.[CH3:20]O, predict the reaction product. (2) Given the reactants C([Cl:4])(=O)C.[NH2:5][C:6]1[NH:10][N:9]=[C:8]([NH:11][C:12]2[CH:17]=[C:16]([C:18]([F:21])([F:20])[F:19])[C:15]([C:22]3[CH:27]=[CH:26][C:25]([S:28]([NH:31][CH:32]4[CH2:37][CH2:36][N:35](C(OC(C)(C)C)=O)[CH2:34][CH2:33]4)(=[O:30])=[O:29])=[C:24]([O:45][CH3:46])[CH:23]=3)=[C:14]([Cl:47])[CH:13]=2)[N:7]=1, predict the reaction product. The product is: [ClH:4].[NH2:5][C:6]1[NH:10][N:9]=[C:8]([NH:11][C:12]2[CH:17]=[C:16]([C:18]([F:20])([F:19])[F:21])[C:15]([C:22]3[CH:27]=[CH:26][C:25]([S:28]([NH:31][CH:32]4[CH2:33][CH2:34][NH:35][CH2:36][CH2:37]4)(=[O:29])=[O:30])=[C:24]([O:45][CH3:46])[CH:23]=3)=[C:14]([Cl:47])[CH:13]=2)[N:7]=1. (3) Given the reactants O[NH:2][C:3](=N)[NH:4][CH2:5][CH2:6][CH2:7][C@@H:8]([C:10]([OH:12])=[O:11])[NH2:9].N[C@H](C(O)=[O:24])CCCNC(=N)N.CC(O)=O.C(CN=C(NO)N)C[C@H](N)C(O)=O.[N]=O, predict the reaction product. The product is: [NH2:9][C@H:8]([C:10]([OH:12])=[O:11])[CH2:7][CH2:6][CH2:5][NH:4][C:3]([NH2:2])=[O:24].